Predict the product of the given reaction. From a dataset of Forward reaction prediction with 1.9M reactions from USPTO patents (1976-2016). Given the reactants Cl[C:2]1[CH:7]=[C:6]([Cl:8])[CH:5]=[CH:4][N:3]=1.[F:9][C:10]1[CH:15]=[CH:14][C:13](B(O)O)=[CH:12][CH:11]=1.C(=O)(O)[O-].[Na+], predict the reaction product. The product is: [Cl:8][C:6]1[CH:5]=[CH:4][N:3]=[C:2]([C:13]2[CH:14]=[CH:15][C:10]([F:9])=[CH:11][CH:12]=2)[CH:7]=1.